From a dataset of Reaction yield outcomes from USPTO patents with 853,638 reactions. Predict the reaction yield, written as a fraction of the theoretical maximum amount of product (1.0 means a 100% yield; for example, 0.34 means a 34% yield). (1) The reactants are [C:1](=[O:42])(OC1C=CC([N+]([O-])=O)=CC=1)[O:2][C@H:3]1[CH2:7][C@H:6]([C:8]2[N:12]3[C:13]4[CH:19]=[CH:18][N:17](S(C5C=CC(C)=CC=5)(=O)=O)[C:14]=4[N:15]=[CH:16][C:11]3=[N:10][N:9]=2)[C@H:5]([CH2:30][CH3:31])[CH2:4]1.[CH:43]1([NH2:46])[CH2:45][CH2:44]1.[OH-].[Na+]. The catalyst is O1CCOCC1. The product is [CH:43]1([NH:46][C:1](=[O:42])[O:2][C@H:3]2[CH2:7][C@H:6]([C:8]3[N:12]4[C:13]5[CH:19]=[CH:18][NH:17][C:14]=5[N:15]=[CH:16][C:11]4=[N:10][N:9]=3)[C@H:5]([CH2:30][CH3:31])[CH2:4]2)[CH2:45][CH2:44]1. The yield is 0.670. (2) The reactants are [CH3:1][C:2]1[CH:3]=[C:4]([CH:33]=[C:34]([CH3:36])[CH:35]=1)[O:5][C:6]1[CH:11]=[CH:10][C:9]([C:12]2[NH:16][N:15]=[N:14][N:13]=2)=[CH:8][C:7]=1[S:17]([N:20]1[CH2:25][CH2:24][N:23](C(OC(C)(C)C)=O)[CH2:22][CH2:21]1)(=[O:19])=[O:18].[ClH:37]. The catalyst is O1CCOCC1. The product is [ClH:37].[CH3:36][C:34]1[CH:33]=[C:4]([CH:3]=[C:2]([CH3:1])[CH:35]=1)[O:5][C:6]1[CH:11]=[CH:10][C:9]([C:12]2[NH:16][N:15]=[N:14][N:13]=2)=[CH:8][C:7]=1[S:17]([N:20]1[CH2:25][CH2:24][NH:23][CH2:22][CH2:21]1)(=[O:18])=[O:19]. The yield is 0.844. (3) The reactants are [CH:1]1([CH2:4][O:5][C:6]2[CH:7]=[C:8]([CH2:12][C:13](Cl)=[N:14][OH:15])[CH:9]=[CH:10][CH:11]=2)[CH2:3][CH2:2]1.[C:17]([C:19]1[C:20]([NH2:26])=[N:21][C:22]([NH2:25])=[CH:23][CH:24]=1)#[CH:18].C(N(CC)CC)C. The catalyst is O1CCCC1. The product is [CH:1]1([CH2:4][O:5][C:6]2[CH:7]=[C:8]([CH:9]=[CH:10][CH:11]=2)[CH2:12][C:13]2[CH:18]=[C:17]([C:19]3[C:20]([NH2:26])=[N:21][C:22]([NH2:25])=[CH:23][CH:24]=3)[O:15][N:14]=2)[CH2:3][CH2:2]1. The yield is 0.560. (4) The reactants are [CH3:1][O:2][C:3]1[CH:4]=[C:5]([CH:7]=[C:8]([O:11][CH3:12])[C:9]=1[CH3:10])[NH2:6].C(=O)([O-])[O-].[K+].[K+].[CH3:19][C:20]([O:23][C:24](O[C:24]([O:23][C:20]([CH3:22])([CH3:21])[CH3:19])=[O:25])=[O:25])([CH3:22])[CH3:21]. The catalyst is O1CCOCC1.O. The product is [C:20]([O:23][C:24](=[O:25])[NH:6][C:5]1[CH:7]=[C:8]([O:11][CH3:12])[C:9]([CH3:10])=[C:3]([O:2][CH3:1])[CH:4]=1)([CH3:22])([CH3:21])[CH3:19]. The yield is 0.810. (5) The reactants are [CH:1]1([N:5]2[C:9]3[CH:10]=[C:11]([F:14])[CH:12]=[CH:13][C:8]=3[N:7]=[C:6]2[C@@H:15]([NH2:17])[CH3:16])[CH2:4][CH2:3][CH2:2]1.Cl[C:19]1[N:27]=[CH:26][N:25]=[C:24]2[C:20]=1[N:21]=[CH:22][N:23]2C1CCCCO1.CCN(C(C)C)C(C)C. The catalyst is C(O)CCC. The product is [CH:1]1([N:5]2[C:9]3[CH:10]=[C:11]([F:14])[CH:12]=[CH:13][C:8]=3[N:7]=[C:6]2[C@@H:15]([NH:17][C:19]2[N:27]=[CH:26][N:25]=[C:24]3[C:20]=2[N:21]=[CH:22][NH:23]3)[CH3:16])[CH2:2][CH2:3][CH2:4]1. The yield is 0.360. (6) The reactants are [CH3:1][C:2]1[C:10]([C:11]2[CH:12]=[CH:13][C:14]([NH2:17])=[N:15][CH:16]=2)=[CH:9][C:8]2[CH2:7][CH2:6][O:5][C:4]=2[CH:3]=1.[F:18][C:19]1[CH:27]=[CH:26][CH:25]=[C:24]([F:28])[C:20]=1[C:21](Cl)=[O:22].CCN(C(C)C)C(C)C.C([O-])(O)=O.[Na+].C(Cl)Cl. The catalyst is C(Cl)Cl. The product is [F:18][C:19]1[CH:27]=[CH:26][CH:25]=[C:24]([F:28])[C:20]=1[C:21]([NH:17][C:14]1[CH:13]=[CH:12][C:11]([C:10]2[C:2]([CH3:1])=[CH:3][C:4]3[O:5][CH2:6][CH2:7][C:8]=3[CH:9]=2)=[CH:16][N:15]=1)=[O:22]. The yield is 0.639. (7) The reactants are [H-].[Na+].[CH3:3][C:4]([C:6]1[CH:11]=[CH:10][CH:9]=[C:8]([Cl:12])[CH:7]=1)=[O:5].[C:13](OCC)(=[O:19])[C:14]([O:16][CH2:17][CH3:18])=[O:15].Cl. The catalyst is CN(C=O)C.C(OCC)(=O)C. The product is [CH2:17]([O:16][C:14](=[O:15])[C:13](=[O:19])[CH2:3][C:4]([C:6]1[CH:11]=[CH:10][CH:9]=[C:8]([Cl:12])[CH:7]=1)=[O:5])[CH3:18]. The yield is 0.670. (8) The reactants are [S:1]1[C:5]2[CH:6]=[CH:7][CH:8]=[CH:9][C:4]=2[N:3]=[C:2]1[N:10]1[C:14](=[O:15])[CH:13]=[C:12]([C:16]2[CH:21]=[CH:20][CH:19]=[CH:18][CH:17]=2)[NH:11]1.CO[CH:24](OC)[N:25]([CH3:27])[CH3:26]. The catalyst is C1COCC1. The product is [S:1]1[C:5]2[CH:6]=[CH:7][CH:8]=[CH:9][C:4]=2[N:3]=[C:2]1[N:10]1[C:14](=[O:15])[C:13](=[CH:24][N:25]([CH3:27])[CH3:26])[C:12]([C:16]2[CH:21]=[CH:20][CH:19]=[CH:18][CH:17]=2)=[N:11]1. The yield is 0.550.